This data is from Reaction yield outcomes from USPTO patents with 853,638 reactions. The task is: Predict the reaction yield, written as a fraction of the theoretical maximum amount of product (1.0 means a 100% yield; for example, 0.34 means a 34% yield). (1) The reactants are [CH3:1][C:2]1[N:11]=[CH:10][C:9]([C:12]2[CH:17]=[CH:16][C:15]([C:18]3[CH:19]=[N:20][N:21]([CH3:23])[CH:22]=3)=[CH:14][CH:13]=2)=[C:8]2[C:3]=1[CH:4]=[CH:5][C:6](=O)[NH:7]2.P(Cl)(Cl)([Cl:27])=O. The catalyst is CN(C=O)C. The product is [Cl:27][C:6]1[CH:5]=[CH:4][C:3]2[C:8](=[C:9]([C:12]3[CH:17]=[CH:16][C:15]([C:18]4[CH:19]=[N:20][N:21]([CH3:23])[CH:22]=4)=[CH:14][CH:13]=3)[CH:10]=[N:11][C:2]=2[CH3:1])[N:7]=1. The yield is 0.520. (2) The reactants are [CH:1]([N:3]1[C:11]2[C:6](=[CH:7][CH:8]=[CH:9][CH:10]=2)[CH2:5][CH2:4]1)=[O:2].ClCCCl.[Cl:16][S:17](O)(=[O:19])=[O:18].S(Cl)(Cl)=O. No catalyst specified. The product is [CH:1]([N:3]1[C:11]2[C:6](=[CH:7][C:8]([S:17]([Cl:16])(=[O:19])=[O:18])=[CH:9][CH:10]=2)[CH2:5][CH2:4]1)=[O:2]. The yield is 0.940. (3) The reactants are Cl.[Cl:2][C:3]1[N:4]=[C:5]([C:10]([NH:12][C@H:13]2[CH2:18][CH2:17][NH:16][CH2:15][C@H:14]2[O:19][CH2:20][CH3:21])=[O:11])[NH:6][C:7]=1[CH2:8][CH3:9].Cl[C:23]1[N:28]=[CH:27][CH:26]=[CH:25][N:24]=1.C(=O)([O-])[O-].[Na+].[Na+]. The catalyst is CN(C=O)C. The product is [Cl:2][C:3]1[N:4]=[C:5]([C:10]([NH:12][C@H:13]2[CH2:18][CH2:17][N:16]([C:23]3[N:28]=[CH:27][CH:26]=[CH:25][N:24]=3)[CH2:15][C@H:14]2[O:19][CH2:20][CH3:21])=[O:11])[NH:6][C:7]=1[CH2:8][CH3:9]. The yield is 0.220. (4) The reactants are Cl[C:2]1[C:3]([CH:8]2[CH2:11][N:10]([C:12]([O:14][C:15]([CH3:18])([CH3:17])[CH3:16])=[O:13])[CH2:9]2)=[N:4][CH:5]=[CH:6][N:7]=1.[CH3:19][O:20][C:21]1[CH:26]=[CH:25][CH:24]=[CH:23][C:22]=1[OH:27].C([O-])([O-])=O.[Cs+].[Cs+]. The catalyst is CS(C)=O.O. The product is [C:15]([O:14][C:12]([N:10]1[CH2:11][CH:8]([C:3]2[C:2]([O:27][C:22]3[CH:23]=[CH:24][CH:25]=[CH:26][C:21]=3[O:20][CH3:19])=[N:7][CH:6]=[CH:5][N:4]=2)[CH2:9]1)=[O:13])([CH3:18])([CH3:17])[CH3:16]. The yield is 0.610. (5) The reactants are [CH2:1]([O:3][C:4](=[O:15])[C:5](=[CH:11]OCC)[C:6]([O:8]CC)=[O:7])[CH3:2].Cl.NO.C([N:21](CC)CC)C.Cl. The catalyst is C(O)C.O. The product is [CH2:1]([O:3][C:4]([C:5]1[C:6](=[O:7])[O:8][NH:21][CH:11]=1)=[O:15])[CH3:2]. The yield is 0.660.